This data is from Reaction yield outcomes from USPTO patents with 853,638 reactions. The task is: Predict the reaction yield, written as a fraction of the theoretical maximum amount of product (1.0 means a 100% yield; for example, 0.34 means a 34% yield). (1) The reactants are C[O:2][C:3]([C@H:5]1[CH2:10][CH2:9][C@H:8]([O:11][C:12]2[CH:13]=[N:14][CH:15]=[C:16]([Cl:18])[CH:17]=2)[CH2:7][CH2:6]1)=O.O.[NH2:20][NH2:21]. The catalyst is C(O)CCC. The product is [Cl:18][C:16]1[CH:17]=[C:12]([O:11][C@H:8]2[CH2:9][CH2:10][C@H:5]([C:3]([NH:20][NH2:21])=[O:2])[CH2:6][CH2:7]2)[CH:13]=[N:14][CH:15]=1. The yield is 0.790. (2) The reactants are CCO.[Br:4][C:5]1[CH:10]=[C:9]([N+:11]([O-])=O)[CH:8]=[C:7]([N+:14]([O-])=O)[C:6]=1[S:17][C:18]#[N:19].Cl.N. The catalyst is [Fe].O. The product is [Br:4][C:5]1[C:6]2[S:17][C:18]([NH2:19])=[N:14][C:7]=2[CH:8]=[C:9]([NH2:11])[CH:10]=1. The yield is 0.930. (3) The reactants are Br[C:2]1[CH:7]=[CH:6][C:5]([CH2:8][S:9]([C:12]2[CH:17]=[C:16]([C:18]([CH3:21])([CH3:20])[CH3:19])[C:15]([OH:22])=[C:14]([C:23]([CH3:26])([CH3:25])[CH3:24])[CH:13]=2)(=[O:11])=[O:10])=[CH:4][CH:3]=1.[CH2:27]=[CH:28][C:29]1[CH:34]=[CH:33][CH:32]=[CH:31][CH:30]=1.C1(C(N)C2CCCCC2)CCCCC1. The catalyst is C1COCC1.CC(C)([P](C(C)(C)C)([Pd][P](C(C)(C)C)(C(C)(C)C)C(C)(C)C)C(C)(C)C)C.C1C=CC(/C=C/C(/C=C/C2C=CC=CC=2)=O)=CC=1.C1C=CC(/C=C/C(/C=C/C2C=CC=CC=2)=O)=CC=1.C1C=CC(/C=C/C(/C=C/C2C=CC=CC=2)=O)=CC=1.[Pd].[Pd]. The product is [C:18]([C:16]1[CH:17]=[C:12]([S:9]([CH2:8][C:5]2[CH:6]=[CH:7][C:2]([CH:27]=[CH:28][C:29]3[CH:34]=[CH:33][CH:32]=[CH:31][CH:30]=3)=[CH:3][CH:4]=2)(=[O:11])=[O:10])[CH:13]=[C:14]([C:23]([CH3:26])([CH3:25])[CH3:24])[C:15]=1[OH:22])([CH3:21])([CH3:20])[CH3:19]. The yield is 0.0900. (4) The reactants are ClC1N=C(NNCC#C)N=C(NNCCC)N=1.[CH2:18]([NH2:20])[CH3:19].CN(C)[C:23]1[N:28]=[C:27]([NH:29][CH2:30][CH2:31][CH3:32])[N:26]=[C:25]([NH:33][CH2:34][C:35]#[CH:36])[N:24]=1. No catalyst specified. The product is [CH2:18]([NH:20][C:23]1[N:24]=[C:25]([NH:33][CH2:34][CH2:35][CH3:36])[N:26]=[C:27]([NH:29][CH2:30][C:31]#[CH:32])[N:28]=1)[CH3:19]. The yield is 0.880. (5) The reactants are Cl[C:2]1[C:11]2[C:6](=[CH:7][N:8]=[C:9]([F:12])[CH:10]=2)[N:5]=[CH:4][C:3]=1[C:13]#[N:14].[O:15]([C:22]1[CH:28]=[CH:27][C:25]([NH2:26])=[CH:24][CH:23]=1)[C:16]1[CH:21]=[CH:20][CH:19]=[CH:18][CH:17]=1.C(=O)(O)[O-].[Na+]. The catalyst is CO.[Cl-].[Na+].O. The product is [F:12][C:9]1[CH:10]=[C:11]2[C:6](=[CH:7][N:8]=1)[N:5]=[CH:4][C:3]([C:13]#[N:14])=[C:2]2[NH:26][C:25]1[CH:24]=[CH:23][C:22]([O:15][C:16]2[CH:21]=[CH:20][CH:19]=[CH:18][CH:17]=2)=[CH:28][CH:27]=1. The yield is 0.690. (6) The reactants are [CH3:1][O:2][C:3](=[O:31])[C:4]([C:16]1[CH:21]=[CH:20][C:19]([O:22][C:23]2[CH:28]=[CH:27][C:26]([CH:29]=[O:30])=[CH:25][CH:24]=2)=[CH:18][CH:17]=1)=[CH:5][C:6]1[CH:11]=[C:10]([O:12][CH3:13])[CH:9]=[C:8]([O:14][CH3:15])[CH:7]=1.[BH4-].[Na+]. The catalyst is C(O)C. The product is [CH3:1][O:2][C:3](=[O:31])[C:4]([C:16]1[CH:21]=[CH:20][C:19]([O:22][C:23]2[CH:24]=[CH:25][C:26]([CH2:29][OH:30])=[CH:27][CH:28]=2)=[CH:18][CH:17]=1)=[CH:5][C:6]1[CH:11]=[C:10]([O:12][CH3:13])[CH:9]=[C:8]([O:14][CH3:15])[CH:7]=1. The yield is 1.00.